From a dataset of Retrosynthesis with 50K atom-mapped reactions and 10 reaction types from USPTO. Predict the reactants needed to synthesize the given product. (1) Given the product OCCCOc1cc(F)ccc1Br, predict the reactants needed to synthesize it. The reactants are: OCCCBr.Oc1cc(F)ccc1Br. (2) Given the product COc1cccc(-n2ncc3c(NCC(O)(CC(C)(C)c4cc(F)ccc4OC)C(F)(F)F)cc(C)cc32)c1, predict the reactants needed to synthesize it. The reactants are: COc1ccc(F)cc1C(C)(C)CC(O)(CN)C(F)(F)F.COc1cccc(-n2ncc3c(Br)cc(C)cc32)c1. (3) Given the product COc1ccc(Br)cc1S(=O)(=O)N1CCC(N2CCC(C)CC2)CC1, predict the reactants needed to synthesize it. The reactants are: CC1CCN(C2CCNCC2)CC1.COc1ccc(Br)cc1S(=O)(=O)Cl.